Task: Predict the reaction yield, written as a fraction of the theoretical maximum amount of product (1.0 means a 100% yield; for example, 0.34 means a 34% yield).. Dataset: Reaction yield outcomes from USPTO patents with 853,638 reactions (1) The reactants are [CH3:1][O:2][C:3]1[C:8]2[CH:9]=[N:10][S:11][C:7]=2[CH:6]=[CH:5][CH:4]=1.[Br:12]Br.C([O-])(O)=O.[Na+].ClCCl. The catalyst is C(Cl)(Cl)(Cl)Cl. The product is [Br:12][C:6]1[C:7]2[S:11][N:10]=[CH:9][C:8]=2[C:3]([O:2][CH3:1])=[CH:4][CH:5]=1. The yield is 0.660. (2) The reactants are [CH2:1]([N:3]([CH2:33][CH3:34])[CH2:4][CH2:5][N:6]1[C:10]2[CH:11]=[C:12]([C:19]#[N:20])[CH:13]=[C:14]([C:15]([F:18])([F:17])[F:16])[C:9]=2[N:8]([CH2:21][C:22]2[CH:27]=[CH:26][CH:25]=[CH:24][C:23]=2[C:28]([F:31])([F:30])[F:29])[C:7]1=[O:32])[CH3:2].[OH-:35].[K+].Cl.C([OH:42])(C)(C)C. No catalyst specified. The product is [F:16][C:15]([F:18])([F:17])[C:14]([OH:42])=[O:35].[CH2:33]([N:3]([CH2:1][CH3:2])[CH2:4][CH2:5][N:6]1[C:10]2[CH:11]=[C:12]([C:19]([NH2:20])=[O:42])[CH:13]=[C:14]([C:15]([F:18])([F:17])[F:16])[C:9]=2[N:8]([CH2:21][C:22]2[CH:27]=[CH:26][CH:25]=[CH:24][C:23]=2[C:28]([F:30])([F:31])[F:29])[C:7]1=[O:32])[CH3:34]. The yield is 1.00.